This data is from Catalyst prediction with 721,799 reactions and 888 catalyst types from USPTO. The task is: Predict which catalyst facilitates the given reaction. (1) Reactant: Cl[CH2:2][C:3]([NH:5][C:6]1[CH:7]=[C:8]([CH:25]=[CH:26][C:27]=1[O:28][C:29]([F:32])([F:31])[F:30])[C:9]([NH:11][C:12]1[CH:13]=[N:14][C:15]([C:18]2[CH:23]=[CH:22][CH:21]=[CH:20][C:19]=2[F:24])=[CH:16][CH:17]=1)=[O:10])=[O:4].[I-].[K+].C(N(C(C)C)C(C)C)C.[CH3:44][N:45]1[CH2:50][CH2:49][NH:48][CH2:47][C@@H:46]1[CH3:51]. Product: [CH3:51][C@@H:46]1[N:45]([CH3:44])[CH2:50][CH2:49][N:48]([CH2:2][C:3]([NH:5][C:6]2[CH:7]=[C:8]([CH:25]=[CH:26][C:27]=2[O:28][C:29]([F:32])([F:31])[F:30])[C:9]([NH:11][C:12]2[CH:13]=[N:14][C:15]([C:18]3[CH:23]=[CH:22][CH:21]=[CH:20][C:19]=3[F:24])=[CH:16][CH:17]=2)=[O:10])=[O:4])[CH2:47]1. The catalyst class is: 3. (2) Reactant: [Cl:1][C:2]1[C:3]([C:10]([OH:12])=O)=[N:4][N:5]([CH:7]([F:9])[F:8])[CH:6]=1.C(Cl)(=O)C([Cl:16])=O.CN(C)C=O. Product: [Cl:1][C:2]1[C:3]([C:10]([Cl:16])=[O:12])=[N:4][N:5]([CH:7]([F:9])[F:8])[CH:6]=1. The catalyst class is: 4. (3) Reactant: [CH2:1]([CH:3]([C:6]1[C:10]([CH2:11][CH2:12][CH2:13][O:14][C:15]2[C:22]([O:23][CH3:24])=[CH:21][CH:20]=[CH:19][C:16]=2C=O)=[CH:9][N:8]([C:25]2[CH:30]=[CH:29][C:28]([C:31]([F:34])([F:33])[F:32])=[CH:27][N:26]=2)[N:7]=1)[CH2:4][CH3:5])[CH3:2].[O:35]1[CH2:39][CH2:38][CH2:37][CH2:36]1.CSCS(C)=[O:44].[OH-].[Na+]. Product: [CH2:4]([CH:3]([C:6]1[C:10]([CH2:11][CH2:12][CH2:13][O:14][C:15]2[C:22]([O:23][CH3:24])=[CH:21][CH:20]=[CH:19][C:16]=2[CH2:37][C:36]([O:35][CH2:39][CH3:38])=[O:44])=[CH:9][N:8]([C:25]2[CH:30]=[CH:29][C:28]([C:31]([F:34])([F:32])[F:33])=[CH:27][N:26]=2)[N:7]=1)[CH2:1][CH3:2])[CH3:5]. The catalyst class is: 6. (4) Reactant: [CH3:1][NH:2][CH2:3][CH2:4][CH2:5][N:6]1[C:16]2[CH:17]=[CH:18][CH:19]=[CH:20][C:15]=2[CH2:14][CH2:13][C:12]2[CH:11]=[CH:10][CH:9]=[CH:8][C:7]1=2.Cl.[C:22](=[O:25])([O-])[O-:23].[K+].[K+].[CH3:28]C(Cl)(Cl)Cl. Product: [CH3:28][O:23][C:22](=[O:25])[N:2]([CH2:3][CH2:4][CH2:5][N:6]1[C:7]2[CH:8]=[CH:9][CH:10]=[CH:11][C:12]=2[CH2:13][CH2:14][C:15]2[CH:20]=[CH:19][CH:18]=[CH:17][C:16]1=2)[CH3:1]. The catalyst class is: 3. (5) Reactant: [Cl:1][C:2]1[CH:3]=[C:4]2[C:12](=[O:13])[C:11]3[CH:14]=[C:15]([CH:18]=[O:19])[CH:16]=[CH:17][C:10]=3[CH:9]=[CH:8][C:5]2=[N:6][CH:7]=1.[CH2:20]([Mg]Cl)[CH3:21]. Product: [Cl:1][C:2]1[CH:3]=[C:4]2[C:12](=[O:13])[C:11]3[CH:14]=[C:15]([CH:18]([OH:19])[CH2:20][CH3:21])[CH:16]=[CH:17][C:10]=3[CH:9]=[CH:8][C:5]2=[N:6][CH:7]=1. The catalyst class is: 4. (6) Reactant: [C:1]([O:5][C:6](=[O:27])[CH2:7][N:8]([CH:14]([C:21]1[CH:26]=[CH:25][CH:24]=[CH:23][CH:22]=1)[C:15]1[CH:20]=[CH:19][CH:18]=[CH:17][CH:16]=1)[CH2:9][CH:10](Cl)[CH2:11][CH3:12])([CH3:4])([CH3:3])[CH3:2].C[Si]([N-][Si](C)(C)C)(C)C.[Na+].CC(O)=O. Product: [C:1]([O:5][C:6]([C@H:7]1[C@H:10]([CH2:11][CH3:12])[CH2:9][N:8]1[CH:14]([C:21]1[CH:26]=[CH:25][CH:24]=[CH:23][CH:22]=1)[C:15]1[CH:20]=[CH:19][CH:18]=[CH:17][CH:16]=1)=[O:27])([CH3:4])([CH3:3])[CH3:2]. The catalyst class is: 1. (7) The catalyst class is: 6. Product: [Na:1].[CH:11]([CH2:4][C:3](=[CH2:5])[C:2]([OH:7])=[O:6])=[CH:12][C:13]1[CH:18]=[CH:17][CH:16]=[CH:15][CH:14]=1.[C:19]([OH:24])(=[O:23])[C:20]([CH3:22])=[CH2:21].[CH2:9]1[O:10][CH2:8]1. Reactant: [Na:1].[C:2]([OH:7])(=[O:6])[C:3]([CH3:5])=[CH2:4].[CH2:8]1[O:10][CH2:9]1.[CH2:11]=[CH:12][C:13]1[CH:18]=[CH:17][CH:16]=[CH:15][CH:14]=1.[C:19]([OH:24])(=[O:23])[C:20]([CH3:22])=[CH2:21].S(OOS([O-])(=O)=O)([O-])(=O)=O.[NH4+].[NH4+]. (8) Reactant: [CH3:1][O:2][C:3](=[O:33])[CH2:4][CH2:5][N:6]([CH2:22][CH2:23][CH2:24][CH2:25][N:26]([CH2:30][CH2:31][CH3:32])[CH2:27][CH2:28][CH3:29])[CH2:7][C:8]1[CH:13]=[CH:12][C:11]([CH2:14][NH:15][CH2:16][C:17]2[NH:18][CH:19]=[CH:20][N:21]=2)=[CH:10][CH:9]=1.C([BH3-])#N.[Na+].C(O)(=O)C.[CH3:42][N:43]1[CH:47]=[CH:46][N:45]=[C:44]1[CH:48]=O. Product: [CH3:1][O:2][C:3](=[O:33])[CH2:4][CH2:5][N:6]([CH2:22][CH2:23][CH2:24][CH2:25][N:26]([CH2:27][CH2:28][CH3:29])[CH2:30][CH2:31][CH3:32])[CH2:7][C:8]1[CH:9]=[CH:10][C:11]([CH2:14][N:15]([CH2:16][C:17]2[NH:18][CH:19]=[CH:20][N:21]=2)[CH2:48][C:44]2[N:43]([CH3:42])[CH:47]=[CH:46][N:45]=2)=[CH:12][CH:13]=1. The catalyst class is: 5. (9) Reactant: [NH:1]1[C:10]2[C:5](=[CH:6][CH:7]=[CH:8][CH:9]=2)[C:4](=[O:11])[CH:3]=[N:2]1.C([O-])([O-])=O.[K+].[K+].Br[CH2:19][C:20]1[CH:21]=[CH:22][C:23]([F:30])=[C:24]([CH:29]=1)[C:25]([O:27][CH3:28])=[O:26].C(Cl)Cl.CO. Product: [F:30][C:23]1[CH:22]=[CH:21][C:20]([CH2:19][N:1]2[C:10]3[C:5](=[CH:6][CH:7]=[CH:8][CH:9]=3)[C:4](=[O:11])[CH:3]=[N:2]2)=[CH:29][C:24]=1[C:25]([O:27][CH3:28])=[O:26]. The catalyst class is: 3.